Dataset: NCI-60 drug combinations with 297,098 pairs across 59 cell lines. Task: Regression. Given two drug SMILES strings and cell line genomic features, predict the synergy score measuring deviation from expected non-interaction effect. (1) Cell line: HCT-15. Drug 2: CC1CCC2CC(C(=CC=CC=CC(CC(C(=O)C(C(C(=CC(C(=O)CC(OC(=O)C3CCCCN3C(=O)C(=O)C1(O2)O)C(C)CC4CCC(C(C4)OC)OCCO)C)C)O)OC)C)C)C)OC. Drug 1: CC1=C(C=C(C=C1)C(=O)NC2=CC(=CC(=C2)C(F)(F)F)N3C=C(N=C3)C)NC4=NC=CC(=N4)C5=CN=CC=C5. Synergy scores: CSS=-7.73, Synergy_ZIP=4.72, Synergy_Bliss=5.32, Synergy_Loewe=-6.82, Synergy_HSA=-5.94. (2) Drug 1: C1=CC=C(C(=C1)C(C2=CC=C(C=C2)Cl)C(Cl)Cl)Cl. Drug 2: CC12CCC3C(C1CCC2OP(=O)(O)O)CCC4=C3C=CC(=C4)OC(=O)N(CCCl)CCCl.[Na+]. Cell line: UACC62. Synergy scores: CSS=21.1, Synergy_ZIP=-3.13, Synergy_Bliss=-3.27, Synergy_Loewe=-7.68, Synergy_HSA=-6.88. (3) Drug 1: C1CC(C1)(C(=O)O)C(=O)O.[NH2-].[NH2-].[Pt+2]. Drug 2: CC1=C(C(=O)C2=C(C1=O)N3CC4C(C3(C2COC(=O)N)OC)N4)N. Cell line: OVCAR3. Synergy scores: CSS=35.2, Synergy_ZIP=-2.74, Synergy_Bliss=2.90, Synergy_Loewe=-19.3, Synergy_HSA=1.26.